From a dataset of Forward reaction prediction with 1.9M reactions from USPTO patents (1976-2016). Predict the product of the given reaction. (1) Given the reactants [Br:1][C:2]1[CH:3]=[C:4]([C:8]([C:11]2[CH:15]=[C:14]([CH2:16][OH:17])[S:13][CH:12]=2)([OH:10])[CH3:9])[CH:5]=[CH:6][CH:7]=1.C([O-])(O)=O.[Na+].CC(OI1(OC(C)=O)(OC(C)=O)OC(=O)C2C=CC=CC1=2)=O, predict the reaction product. The product is: [Br:1][C:2]1[CH:3]=[C:4]([C:8]([C:11]2[CH:15]=[C:14]([CH:16]=[O:17])[S:13][CH:12]=2)([OH:10])[CH3:9])[CH:5]=[CH:6][CH:7]=1. (2) Given the reactants [C:1]1([N:7]2[C:15]3[C:10](=[CH:11][C:12]([O:20][CH3:21])=[C:13]([O:18][CH3:19])[C:14]=3OC)[CH:9]=[C:8]2[C:22]([O:24]C)=[O:23])[CH:6]=[CH:5][CH:4]=[CH:3][CH:2]=1.[OH-].[K+].[CH2:28]([OH:30])C, predict the reaction product. The product is: [C:1]1([N:7]2[C:15]3[C:10](=[C:11]([O:30][CH3:28])[C:12]([O:20][CH3:21])=[C:13]([O:18][CH3:19])[CH:14]=3)[CH:9]=[C:8]2[C:22]([OH:24])=[O:23])[CH:6]=[CH:5][CH:4]=[CH:3][CH:2]=1. (3) Given the reactants FC(F)(F)S(O[C:7]1[C:8]([CH3:46])([CH3:45])[C@H:9]2[C@:22]([CH3:25])([CH2:23][CH:24]=1)[C@@H:21]1[C@:12]([CH3:44])([C@@:13]3([CH3:43])[C@H:18]([CH2:19][CH2:20]1)[C@H:17]1[C@H:26]([C:29]([CH3:31])=[CH2:30])[CH2:27][CH2:28][C@:16]1([NH:32][CH2:33][CH2:34][N:35]1[CH2:40][CH2:39][S:38](=[O:42])(=[O:41])[CH2:37][CH2:36]1)[CH2:15][CH2:14]3)[CH2:11][CH2:10]2)(=O)=O.CC1(C)C(C)(C)OB([C:57]2[CH2:62][CH2:61][CH:60]([CH2:63][C:64]([O:66][CH2:67][CH3:68])=[O:65])[CH2:59][CH:58]=2)O1, predict the reaction product. The product is: [O:42]=[S:38]1(=[O:41])[CH2:39][CH2:40][N:35]([CH2:34][CH2:33][NH:32][C@:16]23[CH2:28][CH2:27][C@@H:26]([C:29]([CH3:31])=[CH2:30])[C@@H:17]2[C@@H:18]2[C@@:13]([CH3:43])([CH2:14][CH2:15]3)[C@@:12]3([CH3:44])[C@@H:21]([C@:22]4([CH3:25])[C@@H:9]([CH2:10][CH2:11]3)[C:8]([CH3:45])([CH3:46])[C:7]([C:57]3[CH2:62][CH2:61][CH:60]([CH2:63][C:64]([O:66][CH2:67][CH3:68])=[O:65])[CH2:59][CH:58]=3)=[CH:24][CH2:23]4)[CH2:20][CH2:19]2)[CH2:36][CH2:37]1. (4) The product is: [CH3:42][O:45][C:4]1[CH:5]=[C:6]([N:9]2[CH2:15][CH2:14][CH2:13][CH:12]([N:16]3[CH2:20][CH2:19][C@@H:18]([NH:21][C:22](=[O:37])[CH2:23][NH:24][C:25](=[O:36])[C:26]4[CH:31]=[CH:30][CH:29]=[C:28]([C:32]([F:34])([F:33])[F:35])[CH:27]=4)[CH2:17]3)[CH2:11][CH2:10]2)[CH:7]=[CH:8][CH:3]=1. Given the reactants CO[C:3]1[CH:8]=[CH:7][C:6]([N:9]2[CH2:15][CH2:14][CH2:13][CH:12]([N:16]3[CH2:20][CH2:19][C@@H:18]([NH:21][C:22](=[O:37])[CH2:23][NH:24][C:25](=[O:36])[C:26]4[CH:31]=[CH:30][CH:29]=[C:28]([C:32]([F:35])([F:34])[F:33])[CH:27]=4)[CH2:17]3)[CH2:11][CH2:10]2)=[CH:5][CH:4]=1.BrC1C=C[C:42]([O:45]C)=CC=1, predict the reaction product.